From a dataset of Reaction yield outcomes from USPTO patents with 853,638 reactions. Predict the reaction yield, written as a fraction of the theoretical maximum amount of product (1.0 means a 100% yield; for example, 0.34 means a 34% yield). (1) The reactants are [CH3:1][C:2]1([CH3:17])[C:10]2[C:5](=[CH:6][C:7]([N+:11]([O-])=O)=[CH:8][CH:9]=2)[N:4]([C:14](=[O:16])[CH3:15])[CH2:3]1. The catalyst is CO.[Pd]. The product is [NH2:11][C:7]1[CH:6]=[C:5]2[C:10]([C:2]([CH3:17])([CH3:1])[CH2:3][N:4]2[C:14](=[O:16])[CH3:15])=[CH:9][CH:8]=1. The yield is 0.610. (2) The reactants are [CH3:1][C:2]1[CH:7]=[C:6]([C:8]2[C:16]3[C:11](=[CH:12][CH:13]=[C:14]([C:17]([O:19]CC)=[O:18])[CH:15]=3)[N:10]([C:22]([C:35]3[CH:40]=[CH:39][CH:38]=[CH:37][CH:36]=3)([C:29]3[CH:34]=[CH:33][CH:32]=[CH:31][CH:30]=3)[C:23]3[CH:28]=[CH:27][CH:26]=[CH:25][CH:24]=3)[N:9]=2)[CH:5]=[CH:4][N:3]=1.[Li+].[OH-]. The catalyst is C1COCC1. The product is [CH3:1][C:2]1[CH:7]=[C:6]([C:8]2[C:16]3[C:11](=[CH:12][CH:13]=[C:14]([C:17]([OH:19])=[O:18])[CH:15]=3)[N:10]([C:22]([C:23]3[CH:28]=[CH:27][CH:26]=[CH:25][CH:24]=3)([C:35]3[CH:36]=[CH:37][CH:38]=[CH:39][CH:40]=3)[C:29]3[CH:34]=[CH:33][CH:32]=[CH:31][CH:30]=3)[N:9]=2)[CH:5]=[CH:4][N:3]=1. The yield is 0.950. (3) The reactants are [H-].[Na+].[CH3:3][O:4][C:5]1[CH:10]=[C:9]([O:11][CH3:12])[CH:8]=[CH:7][C:6]=1[CH2:13][N:14]([CH2:16][C:17]1[C:21]([F:22])=[C:20]([C:23]2[C:24]([F:29])=[N:25][CH:26]=[CH:27][CH:28]=2)[NH:19][CH:18]=1)[CH3:15].C1OCCOCCOCCOCCOC1.[N:45]1[CH:50]=[CH:49][CH:48]=[C:47]([S:51](Cl)(=[O:53])=[O:52])[CH:46]=1. The product is [CH3:3][O:4][C:5]1[CH:10]=[C:9]([O:11][CH3:12])[CH:8]=[CH:7][C:6]=1[CH2:13][N:14]([CH2:16][C:17]1[C:21]([F:22])=[C:20]([C:23]2[C:24]([F:29])=[N:25][CH:26]=[CH:27][CH:28]=2)[N:19]([S:51]([C:47]2[CH:46]=[N:45][CH:50]=[CH:49][CH:48]=2)(=[O:53])=[O:52])[CH:18]=1)[CH3:15]. The catalyst is O1CCCC1. The yield is 0.690. (4) The reactants are [Cl:1][C:2]1[CH:3]=[CH:4][C:5]([OH:11])=[C:6]([CH:10]=1)[C:7]([OH:9])=O.Cl.[NH2:13][C@H:14]([C:16]1[CH:25]=[CH:24][C:19]([C:20]([O:22][CH3:23])=[O:21])=[CH:18][CH:17]=1)[CH3:15].Cl.CN(C)CCCN=C=NCC.O.ON1C2C=CC=CC=2N=N1.C(N(CC)CC)C.C(=O)(O)[O-].[Na+]. The catalyst is ClCCl. The product is [Cl:1][C:2]1[CH:3]=[CH:4][C:5]([OH:11])=[C:6]([CH:10]=1)[C:7]([NH:13][C@H:14]([C:16]1[CH:25]=[CH:24][C:19]([C:20]([O:22][CH3:23])=[O:21])=[CH:18][CH:17]=1)[CH3:15])=[O:9]. The yield is 0.760. (5) The reactants are [Br:1][C:2]1[CH:3]=[C:4]2[C:8](=[CH:9][CH:10]=1)[NH:7][N:6]=[CH:5]2.Br[CH2:12][CH:13]1[CH2:15][CH2:14]1.C([O-])([O-])=O.[K+].[K+]. The catalyst is CN(C=O)C. The product is [Br:1][C:2]1[CH:3]=[C:4]2[C:8](=[CH:9][CH:10]=1)[N:7]([CH2:12][CH:13]1[CH2:15][CH2:14]1)[N:6]=[CH:5]2. The yield is 0.450. (6) The reactants are [Cl:1][C:2]1[CH:3]=[C:4]([CH2:8][CH2:9][NH2:10])[CH:5]=[CH:6][CH:7]=1.[C:11]([C:23]1[CH:30]=[CH:29][C:26]([CH:27]=O)=[CH:25][CH:24]=1)#[C:12][CH2:13][CH2:14][CH2:15][CH2:16][CH2:17][CH2:18][CH2:19][CH2:20][CH2:21][CH3:22]. No catalyst specified. The product is [ClH:1].[Cl:1][C:2]1[CH:3]=[C:4]([CH2:8][CH2:9][NH:10][CH2:27][C:26]2[CH:29]=[CH:30][C:23]([C:11]#[C:12][CH2:13][CH2:14][CH2:15][CH2:16][CH2:17][CH2:18][CH2:19][CH2:20][CH2:21][CH3:22])=[CH:24][CH:25]=2)[CH:5]=[CH:6][CH:7]=1. The yield is 0.500.